This data is from TCR-epitope binding with 47,182 pairs between 192 epitopes and 23,139 TCRs. The task is: Binary Classification. Given a T-cell receptor sequence (or CDR3 region) and an epitope sequence, predict whether binding occurs between them. The epitope is DATYQRTRALVR. The TCR CDR3 sequence is CASSYSGGAGVAQYF. Result: 0 (the TCR does not bind to the epitope).